Regression. Given a peptide amino acid sequence and an MHC pseudo amino acid sequence, predict their binding affinity value. This is MHC class II binding data. From a dataset of Peptide-MHC class II binding affinity with 134,281 pairs from IEDB. (1) The peptide sequence is KGSNEKHLAVLVKYE. The MHC is HLA-DQA10201-DQB10202 with pseudo-sequence HLA-DQA10201-DQB10202. The binding affinity (normalized) is 0. (2) The binding affinity (normalized) is 0.186. The peptide sequence is AGIMIFDPYGATISA. The MHC is DRB1_0405 with pseudo-sequence DRB1_0405.